This data is from Retrosynthesis with 50K atom-mapped reactions and 10 reaction types from USPTO. The task is: Predict the reactants needed to synthesize the given product. The reactants are: CC(C)(C)OC(=O)NC1(c2ccc(-c3nc4n(c3-c3ccccc3)-c3cccnc3Nc3ccccc3-4)cc2)CCC1. Given the product NC1(c2ccc(-c3nc4n(c3-c3ccccc3)-c3cccnc3Nc3ccccc3-4)cc2)CCC1, predict the reactants needed to synthesize it.